This data is from Full USPTO retrosynthesis dataset with 1.9M reactions from patents (1976-2016). The task is: Predict the reactants needed to synthesize the given product. (1) Given the product [NH2:1][C:4]1[CH:5]=[C:6]([CH:29]=[C:30]([C:32]([F:35])([F:33])[F:34])[CH:31]=1)[CH2:7][O:8][CH2:9][C:10]1([C:23]2[CH:24]=[CH:25][CH:26]=[CH:27][CH:28]=2)[CH2:15][CH2:14][N:13]([C:16]([O:18][C:19]([CH3:22])([CH3:20])[CH3:21])=[O:17])[CH2:12][CH2:11]1, predict the reactants needed to synthesize it. The reactants are: [N+:1]([C:4]1[CH:5]=[C:6]([CH:29]=[C:30]([C:32]([F:35])([F:34])[F:33])[CH:31]=1)[CH2:7][O:8][CH2:9][C:10]1([C:23]2[CH:28]=[CH:27][CH:26]=[CH:25][CH:24]=2)[CH2:15][CH2:14][N:13]([C:16]([O:18][C:19]([CH3:22])([CH3:21])[CH3:20])=[O:17])[CH2:12][CH2:11]1)([O-])=O. (2) Given the product [C:1]([O:5][C@@H:6]([C:11]1[C:26]([CH3:27])=[CH:25][C:14]2[N:15]=[C:16]([C:18]3[CH:23]=[CH:22][N:21]=[C:20]([N:39]4[CH2:40][CH2:41][C@@H:37]([N:36]([CH3:42])[CH3:35])[CH2:38]4)[N:19]=3)[S:17][C:13]=2[C:12]=1[C:28]1[CH:29]=[CH:30][C:31]([Cl:34])=[CH:32][CH:33]=1)[C:7]([O:9][CH3:10])=[O:8])([CH3:3])([CH3:4])[CH3:2], predict the reactants needed to synthesize it. The reactants are: [C:1]([O:5][C@@H:6]([C:11]1[C:26]([CH3:27])=[CH:25][C:14]2[N:15]=[C:16]([C:18]3[CH:23]=[CH:22][N:21]=[C:20](Cl)[N:19]=3)[S:17][C:13]=2[C:12]=1[C:28]1[CH:33]=[CH:32][C:31]([Cl:34])=[CH:30][CH:29]=1)[C:7]([O:9][CH3:10])=[O:8])([CH3:4])([CH3:3])[CH3:2].[CH3:35][N:36]([CH3:42])[C@@H:37]1[CH2:41][CH2:40][NH:39][CH2:38]1. (3) The reactants are: [Cl:1][C:2]1[N:7]=[C:6]([Cl:8])[C:5]([CH:9]([C:11]2[C:16]([O:17][CH3:18])=[CH:15][CH:14]=[C:13]([F:19])[C:12]=2[F:20])[OH:10])=[CH:4][N:3]=1.C(=O)(O)[O-].[Na+].CC1(C)N([O])C(C)(C)CCC1.Cl[O-].[Na+]. Given the product [Cl:1][C:2]1[N:7]=[C:6]([Cl:8])[C:5]([C:9]([C:11]2[C:16]([O:17][CH3:18])=[CH:15][CH:14]=[C:13]([F:19])[C:12]=2[F:20])=[O:10])=[CH:4][N:3]=1, predict the reactants needed to synthesize it. (4) Given the product [F:11][C:9]1[CH:8]=[CH:7][C:3]([C:4]([OH:6])=[O:5])=[C:2]([S:21][CH3:20])[CH:10]=1, predict the reactants needed to synthesize it. The reactants are: Br[C:2]1[CH:10]=[C:9]([F:11])[CH:8]=[CH:7][C:3]=1[C:4]([OH:6])=[O:5].Cl[Mg]C.C([Li])CCC.[CH3:20][S:21]SC.